From a dataset of M1 muscarinic receptor antagonist screen with 61,756 compounds. Binary Classification. Given a drug SMILES string, predict its activity (active/inactive) in a high-throughput screening assay against a specified biological target. (1) The molecule is O\N=C1\c2n(c3c(c2CC1)cccc3)C. The result is 0 (inactive). (2) The molecule is O1CCN(CC1)CCNC(=O)CS(=O)Cc1nc(oc1C)c1c(cccc1)C. The result is 0 (inactive). (3) The compound is Clc1ccc(N2CC(CC2=O)C(=O)Nc2c(cccc2)C(=O)NCc2occc2)cc1. The result is 0 (inactive). (4) The drug is s1c2n(cc(n2)CC(OCC(=O)NC2C(C(CCC2)C)C)=O)cc1. The result is 0 (inactive). (5) The result is 0 (inactive). The molecule is Clc1c(S(=O)(=O)Cc2oc(C(=O)NCCN3CCCC3)cc2)c(Cl)ccc1. (6) The molecule is O=C(NC(C(C)(C)C)C)c1c(occ1)C. The result is 0 (inactive). (7) The molecule is S(CC(=O)N1CCN(CC1)c1c(OC)cccc1)c1sc(nn1)NC(=O)c1occc1. The result is 0 (inactive).